From a dataset of Full USPTO retrosynthesis dataset with 1.9M reactions from patents (1976-2016). Predict the reactants needed to synthesize the given product. Given the product [F:21][C:19]1[CH:18]=[C:8]([NH:9][C:10]2[CH:15]=[CH:14][C:13]([I:16])=[CH:12][C:11]=2[F:17])[C:7]([N+:22]([O-:24])=[O:23])=[C:6]([CH:20]=1)[O:5][C:4]1[C:3]([CH3:28])=[C:2]([NH:1][S:31]([CH2:29][CH3:30])(=[O:33])=[O:32])[CH:27]=[CH:26][CH:25]=1, predict the reactants needed to synthesize it. The reactants are: [NH2:1][C:2]1[C:3]([CH3:28])=[C:4]([CH:25]=[CH:26][CH:27]=1)[O:5][C:6]1[C:7]([N+:22]([O-:24])=[O:23])=[C:8]([CH:18]=[C:19]([F:21])[CH:20]=1)[NH:9][C:10]1[CH:15]=[CH:14][C:13]([I:16])=[CH:12][C:11]=1[F:17].[CH2:29]([S:31](Cl)(=[O:33])=[O:32])[CH3:30].